This data is from Reaction yield outcomes from USPTO patents with 853,638 reactions. The task is: Predict the reaction yield, written as a fraction of the theoretical maximum amount of product (1.0 means a 100% yield; for example, 0.34 means a 34% yield). (1) The reactants are O[CH:2]([CH2:17][OH:18])[CH2:3][N:4]1[C:13]2[C:8](=[CH:9][CH:10]=[C:11]([O:14][CH3:15])[N:12]=2)[CH2:7][CH2:6][C:5]1=[O:16].C(N(CC)CC)C.CS(Cl)(=O)=O.C(=O)([O-])[O-].[K+].[K+]. The catalyst is C(Cl)Cl.O. The product is [CH3:15][O:14][C:11]1[N:12]=[C:13]2[C:8]([CH2:7][CH2:6][C:5](=[O:16])[N:4]2[CH2:3][CH:2]2[CH2:17][O:18]2)=[CH:9][CH:10]=1. The yield is 0.200. (2) The reactants are C(OC([NH:11][CH2:12][C:13]1[CH:14]=[C:15]([NH:24][C:25](=[O:66])[CH2:26][O:27][C:28]2[C:33]([CH3:34])=[CH:32][C:31]([CH:35]([NH:39][C:40]3[CH:41]=[C:42]4[C:47](=[CH:48][CH:49]=3)[C:46]([N:50]([C:58]([O:60][C:61]([CH3:64])([CH3:63])[CH3:62])=[O:59])[C:51]([O:53][C:54]([CH3:57])([CH3:56])[CH3:55])=[O:52])=[N:45][CH:44]=[CH:43]4)[C:36]([OH:38])=[O:37])=[CH:30][C:29]=2[CH3:65])[CH:16]=[CH:17][C:18]=1[S:19]([CH2:22][CH3:23])(=[O:21])=[O:20])=O)C1C=CC=CC=1. The catalyst is CO.[Pd]. The product is [NH2:11][CH2:12][C:13]1[CH:14]=[C:15]([NH:24][C:25](=[O:66])[CH2:26][O:27][C:28]2[C:29]([CH3:65])=[CH:30][C:31]([CH:35]([NH:39][C:40]3[CH:41]=[C:42]4[C:47](=[CH:48][CH:49]=3)[C:46]([N:50]([C:58]([O:60][C:61]([CH3:64])([CH3:63])[CH3:62])=[O:59])[C:51]([O:53][C:54]([CH3:55])([CH3:57])[CH3:56])=[O:52])=[N:45][CH:44]=[CH:43]4)[C:36]([OH:38])=[O:37])=[CH:32][C:33]=2[CH3:34])[CH:16]=[CH:17][C:18]=1[S:19]([CH2:22][CH3:23])(=[O:21])=[O:20]. The yield is 0.930. (3) The reactants are COC1C=CC(P2(SP(C3C=CC(OC)=CC=3)(=S)S2)=[S:10])=CC=1.[Br:23][C:24]1[CH:29]=[CH:28][CH:27]=[C:26]([Br:30])[C:25]=1[NH:31][C:32](=O)[CH2:33][C:34]1[CH:39]=[CH:38][CH:37]=[C:36]([C:40]([F:43])([F:42])[F:41])[CH:35]=1. The catalyst is C1(C)C=CC=CC=1. The product is [Br:23][C:24]1[CH:29]=[CH:28][CH:27]=[C:26]([Br:30])[C:25]=1[NH:31][C:32](=[S:10])[CH2:33][C:34]1[CH:39]=[CH:38][CH:37]=[C:36]([C:40]([F:43])([F:42])[F:41])[CH:35]=1. The yield is 0.950. (4) The reactants are [Br:1][C:2]1[CH:27]=[N:26][C:5]2[N:6]=[C:7]([N:13]3[CH2:16][C:15]([NH:18]C(=O)OC(C)(C)C)([CH3:17])[CH2:14]3)[C:8]3[N:9]([CH:10]=[N:11][N:12]=3)[C:4]=2[CH:3]=1.C(O)(C(F)(F)F)=O. The catalyst is C(Cl)Cl. The product is [Br:1][C:2]1[CH:27]=[N:26][C:5]2[N:6]=[C:7]([N:13]3[CH2:16][C:15]([CH3:17])([NH2:18])[CH2:14]3)[C:8]3[N:9]([CH:10]=[N:11][N:12]=3)[C:4]=2[CH:3]=1. The yield is 0.470. (5) The product is [F:18][C:17]([F:20])([F:19])[C:14]1[CH:15]=[CH:16][C:11]([O:1][C:2]2[CH:3]=[C:4]([CH:7]=[CH:8][CH:9]=2)[CH:5]=[O:6])=[N:12][CH:13]=1. The reactants are [OH:1][C:2]1[CH:3]=[C:4]([CH:7]=[CH:8][CH:9]=1)[CH:5]=[O:6].Cl[C:11]1[CH:16]=[CH:15][C:14]([C:17]([F:20])([F:19])[F:18])=[CH:13][N:12]=1.C(=O)([O-])[O-].[K+].[K+].O. The yield is 0.950. The catalyst is CN(C=O)C.